Predict the reactants needed to synthesize the given product. From a dataset of Full USPTO retrosynthesis dataset with 1.9M reactions from patents (1976-2016). (1) Given the product [CH3:1][CH:2]1[CH2:8][C:7]2[CH:9]=[C:10]3[O:15][CH2:14][O:13][C:11]3=[CH:12][C:6]=2[C:5]([C:16]2[CH:21]=[CH:20][C:19]([N+:22]([O-:24])=[O:23])=[CH:18][CH:17]=2)=[N:4][N:3]1[C:28](=[O:29])[CH2:27][C:26](=[O:30])[CH3:25], predict the reactants needed to synthesize it. The reactants are: [CH3:1][CH:2]1[CH2:8][C:7]2[CH:9]=[C:10]3[O:15][CH2:14][O:13][C:11]3=[CH:12][C:6]=2[C:5]([C:16]2[CH:21]=[CH:20][C:19]([N+:22]([O-:24])=[O:23])=[CH:18][CH:17]=2)=[N:4][NH:3]1.[CH2:25]=[C:26]1[O:30][C:28](=[O:29])[CH2:27]1. (2) Given the product [CH:1]1([C:4]2[NH:8][C:7]3[CH:9]=[C:10]([C:14]4[C:15]([CH3:20])=[N:16][O:17][C:18]=4[CH3:19])[CH:11]=[C:12]([N:26]4[CH:22]([CH3:21])[CH2:23][CH2:24][C:25]4=[O:27])[C:6]=3[N:5]=2)[CH2:3][CH2:2]1, predict the reactants needed to synthesize it. The reactants are: [CH:1]1([C:4]2[NH:8][C:7]3[CH:9]=[C:10]([C:14]4[C:15]([CH3:20])=[N:16][O:17][C:18]=4[CH3:19])[CH:11]=[C:12](I)[C:6]=3[N:5]=2)[CH2:3][CH2:2]1.[CH3:21][CH:22]1[NH:26][C:25](=[O:27])[CH2:24][CH2:23]1.C(=O)([O-])[O-].[Cs+].[Cs+].CN(C)CCN. (3) Given the product [Cl:1][C:2]1[CH:10]=[C:9]2[C:5]([C:6]([C:11]([N:13]3[CH2:18][CH2:17][N:16]([C:19]4[CH:24]=[CH:23][CH:22]=[CH:21][C:20]=4[F:25])[CH2:15][CH2:14]3)=[O:12])=[CH:7][N:8]2[CH2:27][C:28]([OH:30])=[O:29])=[CH:4][CH:3]=1, predict the reactants needed to synthesize it. The reactants are: [Cl:1][C:2]1[CH:10]=[C:9]2[C:5]([C:6]([C:11]([N:13]3[CH2:18][CH2:17][N:16]([C:19]4[CH:24]=[CH:23][CH:22]=[CH:21][C:20]=4[F:25])[CH2:15][CH2:14]3)=[O:12])=[CH:7][NH:8]2)=[CH:4][CH:3]=1.Br[CH2:27][C:28]([OH:30])=[O:29]. (4) Given the product [CH3:29][C:27]([C:25]1[CH:24]=[CH:23][C:14]2[O:13][C:12](=[O:18])[NH:20][C:21]=2[CH:26]=1)=[O:28], predict the reactants needed to synthesize it. The reactants are: C(N(CC)CC)C.ClC(Cl)(O[C:12](=[O:18])[O:13][C:14](Cl)(Cl)Cl)Cl.[NH2:20][C:21]1[CH:26]=[C:25]([C:27]([CH3:29])=[O:28])[CH:24]=[CH:23]C=1O.Cl. (5) Given the product [C:25]([NH:1][C:2]1[N:7]=[C:6]([C:8]([NH:10][CH:11]([C:13]2[CH:14]=[N:15][C:16]([O:19][CH2:20][C:21]([F:23])([F:24])[F:22])=[CH:17][CH:18]=2)[CH3:12])=[O:9])[CH:5]=[CH:4][CH:3]=1)(=[O:28])[CH2:26][CH3:27], predict the reactants needed to synthesize it. The reactants are: [NH2:1][C:2]1[N:7]=[C:6]([C:8]([NH:10][CH:11]([C:13]2[CH:14]=[N:15][C:16]([O:19][CH2:20][C:21]([F:24])([F:23])[F:22])=[CH:17][CH:18]=2)[CH3:12])=[O:9])[CH:5]=[CH:4][CH:3]=1.[C:25](Cl)(=[O:28])[CH2:26][CH3:27]. (6) Given the product [CH:1]1([CH2:7][CH2:8][CH2:9][CH:10]([CH2:13][CH2:14][CH3:15])[CH2:11][OH:12])[CH2:6][CH2:5][CH2:4][CH2:3][CH2:2]1, predict the reactants needed to synthesize it. The reactants are: [C:1]1([CH2:7][CH2:8][CH2:9][CH:10]([CH2:13][CH2:14][CH3:15])[CH2:11][OH:12])[CH:6]=[CH:5][CH:4]=[CH:3][CH:2]=1.[H][H]. (7) Given the product [CH3:5][O:6][CH2:7][CH2:8][O:9][CH2:10][CH2:11][O:12][C:13]1[N:18]=[C:17]([NH2:19])[N:16]=[C:15]([NH2:20])[C:14]=1[N:1]=[O:3], predict the reactants needed to synthesize it. The reactants are: [N:1]([O-:3])=O.[Na+].[CH3:5][O:6][CH2:7][CH2:8][O:9][CH2:10][CH2:11][O:12][C:13]1[N:18]=[C:17]([NH2:19])[N:16]=[C:15]([NH2:20])[CH:14]=1. (8) Given the product [F:36][C:37]([F:42])([F:41])[C:38]([OH:40])=[O:39].[N:1]1[CH:6]=[CH:5][CH:4]=[CH:3][C:2]=1[N:7]([CH2:29][CH2:30][C:31]([O:33][CH2:34][CH3:35])=[O:32])[C:8]([C:10]1[CH:28]=[CH:27][C:13]2[N:14]([CH3:26])[C:15]([CH2:17][NH2:18])=[N:16][C:12]=2[CH:11]=1)=[O:9], predict the reactants needed to synthesize it. The reactants are: [N:1]1[CH:6]=[CH:5][CH:4]=[CH:3][C:2]=1[N:7]([CH2:29][CH2:30][C:31]([O:33][CH2:34][CH3:35])=[O:32])[C:8]([C:10]1[CH:28]=[CH:27][C:13]2[N:14]([CH3:26])[C:15]([CH2:17][NH:18]C(OC(C)(C)C)=O)=[N:16][C:12]=2[CH:11]=1)=[O:9].[F:36][C:37]([F:42])([F:41])[C:38]([OH:40])=[O:39]. (9) The reactants are: C1C(=O)N(O[C:9]([CH2:11][CH2:12][CH2:13][CH2:14][CH:15]2[S:19][CH2:18][CH:17]3[NH:20][C:21]([NH:23][CH:16]23)=[O:22])=[O:10])C(=O)C1.C1COCC1.[NH2:29][CH2:30][CH2:31][S:32]([OH:34])=[O:33].[OH-].[Na+]. Given the product [O:22]=[C:21]1[NH:20][C@H:17]2[CH2:18][S:19][C@@H:15]([CH2:14][CH2:13][CH2:12][CH2:11][C:9]([NH:29][CH2:30][CH2:31][S:32]([OH:34])=[O:33])=[O:10])[C@H:16]2[NH:23]1, predict the reactants needed to synthesize it.